This data is from Full USPTO retrosynthesis dataset with 1.9M reactions from patents (1976-2016). The task is: Predict the reactants needed to synthesize the given product. (1) Given the product [C:20]([C:22]1[N:26]([CH:27]2[CH2:28][CH2:29][N:30]([C:33]([O:35][CH:36]([CH3:37])[CH3:38])=[O:34])[CH2:31][CH2:32]2)[N:25]=[CH:24][C:23]=1[C:39]#[C:40][C:2]1[CH:7]=[CH:6][C:5]([S:8]([CH3:11])(=[O:10])=[O:9])=[CH:4][C:3]=1[F:12])#[N:21], predict the reactants needed to synthesize it. The reactants are: Br[C:2]1[CH:7]=[CH:6][C:5]([S:8]([CH3:11])(=[O:10])=[O:9])=[CH:4][C:3]=1[F:12].C(N(CC)CC)C.[C:20]([C:22]1[N:26]([CH:27]2[CH2:32][CH2:31][N:30]([C:33]([O:35][CH:36]([CH3:38])[CH3:37])=[O:34])[CH2:29][CH2:28]2)[N:25]=[CH:24][C:23]=1[C:39]#[CH:40])#[N:21]. (2) Given the product [F:37][C:36]([F:39])([F:38])[S:33]([O:25][C:4]1[CH:5]=[CH:6][C:7]([C:8]2[N:9]=[N:10][C:11]([O:14][CH:15]3[CH2:16][C:17]([CH3:24])([CH3:23])[NH:18][C:19]([CH3:21])([CH3:22])[CH2:20]3)=[CH:12][CH:13]=2)=[C:2]([F:1])[CH:3]=1)(=[O:35])=[O:34], predict the reactants needed to synthesize it. The reactants are: [F:1][C:2]1[CH:3]=[C:4]([OH:25])[CH:5]=[CH:6][C:7]=1[C:8]1[N:9]=[N:10][C:11]([O:14][CH:15]2[CH2:20][C:19]([CH3:22])([CH3:21])[NH:18][C:17]([CH3:24])([CH3:23])[CH2:16]2)=[CH:12][CH:13]=1.C1C=CC(N([S:33]([C:36]([F:39])([F:38])[F:37])(=[O:35])=[O:34])[S:33]([C:36]([F:39])([F:38])[F:37])(=[O:35])=[O:34])=CC=1.C([O-])([O-])=O.[K+].[K+].